From a dataset of Catalyst prediction with 721,799 reactions and 888 catalyst types from USPTO. Predict which catalyst facilitates the given reaction. (1) Reactant: [CH:1]1([C:4]2[O:8][N:7]=[C:6]([C:9]3[C:14]([Cl:15])=[CH:13][N:12]=[CH:11][C:10]=3[Cl:16])[C:5]=2[C:17]([O:19]CC)=[O:18])[CH2:3][CH2:2]1.O1CCCC1.[OH-].[Na+].Cl. Product: [CH:1]1([C:4]2[O:8][N:7]=[C:6]([C:9]3[C:14]([Cl:15])=[CH:13][N:12]=[CH:11][C:10]=3[Cl:16])[C:5]=2[C:17]([OH:19])=[O:18])[CH2:2][CH2:3]1. The catalyst class is: 5. (2) Reactant: [Li]CCCC.CN(CCN(C)C)C.[Cl:14][C:15]1[N:20]=[CH:19][C:18]([NH:21][C:22](=[O:28])[O:23][C:24]([CH3:27])([CH3:26])[CH3:25])=[CH:17][CH:16]=1.Cl[CH2:30][CH2:31][CH2:32][C:33](=[O:35])[CH3:34]. Product: [Cl:14][C:15]1[N:20]=[CH:19][C:18]([NH:21][C:22](=[O:28])[O:23][C:24]([CH3:25])([CH3:27])[CH3:26])=[C:17]([C:33]2([CH3:34])[CH2:32][CH2:31][CH2:30][O:35]2)[CH:16]=1. The catalyst class is: 27. (3) Reactant: [N+:1]([C:4]1[CH:9]=[CH:8][C:7]([C:10]2[CH:15]=[CH:14][C:13]([C:16](=[O:28])[CH2:17][C:18]3([C:24]([O:26][CH3:27])=[O:25])[CH2:23][CH2:22][O:21][CH2:20][CH2:19]3)=[CH:12][CH:11]=2)=[CH:6][CH:5]=1)([O-])=O.Cl. Product: [NH2:1][C:4]1[CH:5]=[CH:6][C:7]([C:10]2[CH:11]=[CH:12][C:13]([C:16](=[O:28])[CH2:17][C:18]3([C:24]([O:26][CH3:27])=[O:25])[CH2:19][CH2:20][O:21][CH2:22][CH2:23]3)=[CH:14][CH:15]=2)=[CH:8][CH:9]=1. The catalyst class is: 186. (4) Reactant: [Si:1]([O:8][CH2:9][C@@H:10]1[CH2:14][CH2:13][C@H:12]([CH2:15][O:16][Si:17]([C:20]([CH3:23])([CH3:22])[CH3:21])([CH3:19])[CH3:18])[N:11]1[C:24]1[N:29]=[C:28]([C:30]2[CH:35]=[CH:34][C:33]([N+:36]([O-])=O)=[CH:32][CH:31]=2)[N:27]=[C:26]([N:39]2[CH:44]3[CH2:45][CH2:46][CH:40]2[CH2:41][O:42][CH2:43]3)[N:25]=1)([C:4]([CH3:7])([CH3:6])[CH3:5])([CH3:3])[CH3:2].[H][H]. Product: [CH:40]12[N:39]([C:26]3[N:25]=[C:24]([N:11]4[C@@H:12]([CH2:15][O:16][Si:17]([C:20]([CH3:22])([CH3:23])[CH3:21])([CH3:19])[CH3:18])[CH2:13][CH2:14][C@H:10]4[CH2:9][O:8][Si:1]([C:4]([CH3:5])([CH3:6])[CH3:7])([CH3:3])[CH3:2])[N:29]=[C:28]([C:30]4[CH:35]=[CH:34][C:33]([NH2:36])=[CH:32][CH:31]=4)[N:27]=3)[CH:44]([CH2:45][CH2:46]1)[CH2:43][O:42][CH2:41]2. The catalyst class is: 304. (5) Reactant: [Br:1][C:2]1[CH:7]=[CH:6][C:5]([C@H:8]([NH2:10])[CH3:9])=[CH:4][CH:3]=1.[CH3:11][N:12]=[C:13]=[O:14]. Product: [Br:1][C:2]1[CH:7]=[CH:6][C:5]([C@H:8]([NH:10][C:13]([NH:12][CH3:11])=[O:14])[CH3:9])=[CH:4][CH:3]=1. The catalyst class is: 2.